The task is: Predict which catalyst facilitates the given reaction.. This data is from Catalyst prediction with 721,799 reactions and 888 catalyst types from USPTO. Reactant: [CH3:1][O:2][C:3]1[C:4]2[CH2:12][NH:11][CH2:10][CH2:9][C:5]=2[N:6]=[CH:7][N:8]=1.[Cl:13][C:14]1[CH:15]=[CH:16][C:17](F)=[C:18]([CH:21]=1)[C:19]#[N:20].N12CCCN=C1CCCCC2. Product: [Cl:13][C:14]1[CH:15]=[CH:16][C:17]([N:11]2[CH2:10][CH2:9][C:5]3[N:6]=[CH:7][N:8]=[C:3]([O:2][CH3:1])[C:4]=3[CH2:12]2)=[C:18]([CH:21]=1)[C:19]#[N:20]. The catalyst class is: 2.